This data is from Peptide-MHC class I binding affinity with 185,985 pairs from IEDB/IMGT. The task is: Regression. Given a peptide amino acid sequence and an MHC pseudo amino acid sequence, predict their binding affinity value. This is MHC class I binding data. The peptide sequence is ELPQWLSANR. The MHC is HLA-A02:01 with pseudo-sequence HLA-A02:01. The binding affinity (normalized) is 0.